This data is from NCI-60 drug combinations with 297,098 pairs across 59 cell lines. The task is: Regression. Given two drug SMILES strings and cell line genomic features, predict the synergy score measuring deviation from expected non-interaction effect. (1) Drug 1: C1=CC(=CC=C1CCCC(=O)O)N(CCCl)CCCl. Drug 2: C1=CN(C(=O)N=C1N)C2C(C(C(O2)CO)O)O.Cl. Cell line: SF-539. Synergy scores: CSS=31.3, Synergy_ZIP=-15.4, Synergy_Bliss=-11.8, Synergy_Loewe=-14.8, Synergy_HSA=-7.84. (2) Drug 1: C1CCC(CC1)NC(=O)N(CCCl)N=O. Drug 2: C1C(C(OC1N2C=C(C(=O)NC2=O)F)CO)O. Cell line: HS 578T. Synergy scores: CSS=21.8, Synergy_ZIP=-7.06, Synergy_Bliss=-3.69, Synergy_Loewe=-3.17, Synergy_HSA=0.578. (3) Drug 1: C1CN1C2=NC(=NC(=N2)N3CC3)N4CC4. Drug 2: CC1C(C(CC(O1)OC2CC(CC3=C2C(=C4C(=C3O)C(=O)C5=CC=CC=C5C4=O)O)(C(=O)C)O)N)O. Cell line: SNB-75. Synergy scores: CSS=62.2, Synergy_ZIP=-2.34, Synergy_Bliss=-0.994, Synergy_Loewe=5.55, Synergy_HSA=6.83.